From a dataset of Forward reaction prediction with 1.9M reactions from USPTO patents (1976-2016). Predict the product of the given reaction. (1) Given the reactants [CH2:1]([C:3]1[C:8](=[O:9])[NH:7][C:6]([CH3:10])=[C:5]([C:11]2[CH:12]=[N:13][CH:14]=[C:15]([C:17]([OH:19])=O)[CH:16]=2)[CH:4]=1)[CH3:2].[OH:20][C:21]1[CH:26]=[CH:25][CH:24]=[CH:23][C:22]=1[CH2:27][CH2:28][NH2:29], predict the reaction product. The product is: [OH:20][C:21]1[CH:26]=[CH:25][CH:24]=[CH:23][C:22]=1[CH2:27][CH2:28][NH:29][C:17]([C:15]1[CH:16]=[C:11]([C:5]2[CH:4]=[C:3]([CH2:1][CH3:2])[C:8](=[O:9])[NH:7][C:6]=2[CH3:10])[CH:12]=[N:13][CH:14]=1)=[O:19]. (2) The product is: [OH:1][CH2:2][CH2:3][CH2:4][CH2:5][C:6]1[CH:18]=[CH:17][C:9]([C:10]([O:12][C:13]([CH3:14])([CH3:15])[CH3:16])=[O:11])=[CH:8][CH:7]=1. Given the reactants [OH:1][CH2:2][CH2:3][C:4]#[C:5][C:6]1[CH:18]=[CH:17][C:9]([C:10]([O:12][C:13]([CH3:16])([CH3:15])[CH3:14])=[O:11])=[CH:8][CH:7]=1, predict the reaction product. (3) Given the reactants [Cl:1][C:2]1[CH:7]=[CH:6][C:5]([C:8]2[C:13]([C:14]([O:16]C)=[O:15])=[CH:12][N:11]=[CH:10][CH:9]=2)=[C:4]([F:18])[CH:3]=1.[OH-].[Na+], predict the reaction product. The product is: [Cl:1][C:2]1[CH:7]=[CH:6][C:5]([C:8]2[C:13]([C:14]([OH:16])=[O:15])=[CH:12][N:11]=[CH:10][CH:9]=2)=[C:4]([F:18])[CH:3]=1. (4) Given the reactants [C:1]([O:5][C:6]([N:8]1[CH2:13][CH2:12][C:11](=[CH:14][C:15]#[CH:16])[CH2:10][CH2:9]1)=[O:7])([CH3:4])([CH3:3])[CH3:2].Br[C:18]1[CH:23]=[C:22]([CH3:24])[CH:21]=[CH:20][C:19]=1[OH:25].[F-].C([N+](CCCC)(CCCC)CCCC)CCC.C([O-])(=O)C.[Na+], predict the reaction product. The product is: [C:1]([O:5][C:6]([N:8]1[CH2:13][CH2:12][C:11](=[CH:14][C:15]2[O:25][C:19]3[CH:20]=[CH:21][C:22]([CH3:24])=[CH:23][C:18]=3[CH:16]=2)[CH2:10][CH2:9]1)=[O:7])([CH3:4])([CH3:3])[CH3:2]. (5) Given the reactants C([O:3][C:4]([C:6]1[O:10][N:9]=[C:8]([NH2:11])[CH:7]=1)=[O:5])C.[OH-].[Li+], predict the reaction product. The product is: [NH2:11][C:8]1[CH:7]=[C:6]([C:4]([OH:5])=[O:3])[O:10][N:9]=1.